Predict the product of the given reaction. From a dataset of Forward reaction prediction with 1.9M reactions from USPTO patents (1976-2016). (1) Given the reactants [Cl:1][C:2]1[C:3]([C:15]([NH2:17])=[O:16])=[N:4][N:5]([C:8]2[CH:13]=[C:12](I)[CH:11]=[CH:10][N:9]=2)[C:6]=1[CH3:7].[C:18]([C@:20]1([OH:27])[CH2:24][CH2:23][N:22]([CH3:25])[C:21]1=[O:26])#[CH:19], predict the reaction product. The product is: [Cl:1][C:2]1[C:3]([C:15]([NH2:17])=[O:16])=[N:4][N:5]([C:8]2[CH:13]=[C:12]([C:19]#[C:18][C@:20]3([OH:27])[CH2:24][CH2:23][N:22]([CH3:25])[C:21]3=[O:26])[CH:11]=[CH:10][N:9]=2)[C:6]=1[CH3:7]. (2) Given the reactants Cl.[Cl:2][C:3]1[CH:4]=[CH:5][C:6]([S:11]([CH2:14][CH3:15])(=[O:13])=[O:12])=[C:7]([CH:10]=1)[CH2:8][NH2:9].[NH2:16][C:17]1[CH:25]=[C:24]([N:26]([C:40]([O:42][C:43]([CH3:46])([CH3:45])[CH3:44])=[O:41])[CH:27]2[CH2:32][CH2:31][N:30]([C:33]([O:35][C:36]([CH3:39])([CH3:38])[CH3:37])=[O:34])[CH2:29][CH2:28]2)[C:23]([Br:47])=[CH:22][C:18]=1[C:19](O)=[O:20].CN(C(ON1N=NC2C=CC=CC1=2)=[N+](C)C)C.F[P-](F)(F)(F)(F)F, predict the reaction product. The product is: [NH2:16][C:17]1[C:18]([C:19](=[O:20])[NH:9][CH2:8][C:7]2[CH:10]=[C:3]([Cl:2])[CH:4]=[CH:5][C:6]=2[S:11]([CH2:14][CH3:15])(=[O:13])=[O:12])=[CH:22][C:23]([Br:47])=[C:24]([CH:25]=1)[N:26]([CH:27]1[CH2:32][CH2:31][N:30]([C:33]([O:35][C:36]([CH3:38])([CH3:37])[CH3:39])=[O:34])[CH2:29][CH2:28]1)[C:40]([O:42][C:43]([CH3:44])([CH3:46])[CH3:45])=[O:41]. (3) Given the reactants [OH:1][C:2]1[CH:3]=[C:4]2[C:8](=[CH:9][C:10]=1[C:11]([O:13][CH2:14][CH3:15])=[O:12])[NH:7][N:6]=[CH:5]2.CS(O)(=O)=O.[O:21]1[CH:26]=[CH:25][CH2:24][CH2:23][CH2:22]1, predict the reaction product. The product is: [OH:1][C:2]1[CH:3]=[C:4]2[C:8](=[CH:9][C:10]=1[C:11]([O:13][CH2:14][CH3:15])=[O:12])[N:7]([CH:22]1[CH2:23][CH2:24][CH2:25][CH2:26][O:21]1)[N:6]=[CH:5]2.